From a dataset of Forward reaction prediction with 1.9M reactions from USPTO patents (1976-2016). Predict the product of the given reaction. (1) Given the reactants [CH3:1][C:2]1[N:3]=[C:4]2[CH:9]=[CH:8][CH:7]=[C:6]([CH3:10])[N:5]2[CH:11]=1.[I:12]N1C(=O)CCC1=O.C(#N)C, predict the reaction product. The product is: [I:12][C:11]1[N:5]2[C:6]([CH3:10])=[CH:7][CH:8]=[CH:9][C:4]2=[N:3][C:2]=1[CH3:1]. (2) Given the reactants [CH2:1]=O.[BH4-].[Na+].[C@H:5]12[CH2:11][C@H:8]([NH:9][CH2:10]1)[CH2:7][N:6]2[C:12]1[C:13]2[N:14]([CH:23]=[N:24][N:25]=2)[C:15]2[CH:21]=[C:20]([Cl:22])[CH:19]=[N:18][C:16]=2[N:17]=1, predict the reaction product. The product is: [Cl:22][C:20]1[CH:19]=[N:18][C:16]2[N:17]=[C:12]([N:6]3[CH2:7][C@@H:8]4[CH2:11][C@H:5]3[CH2:10][N:9]4[CH3:1])[C:13]3[N:14]([CH:23]=[N:24][N:25]=3)[C:15]=2[CH:21]=1. (3) Given the reactants C[O:2][C:3]([C:5]1[C:6]([C:12]2[CH:17]=[CH:16][CH:15]=[CH:14][CH:13]=2)=[N:7][O:8][C:9]=1[CH2:10][CH3:11])=[O:4].O[Li].O, predict the reaction product. The product is: [CH2:10]([C:9]1[O:8][N:7]=[C:6]([C:12]2[CH:17]=[CH:16][CH:15]=[CH:14][CH:13]=2)[C:5]=1[C:3]([OH:4])=[O:2])[CH3:11]. (4) Given the reactants [CH2:1]([CH:3]([N:6]1[C:10]2[N:11]=[C:12]([N:16]([CH2:26][CH3:27])[C:17]3[C:22]([CH3:23])=[CH:21][C:20]([CH3:24])=[CH:19][C:18]=3[CH3:25])[N:13]=[C:14]([CH3:15])[C:9]=2[CH2:8][C:7]1=[O:28])[CH2:4][CH3:5])[CH3:2].[N:29]([CH:32]([CH3:34])[CH3:33])=[C:30]=[O:31].C[Si]([N-][Si](C)(C)C)(C)C.[Na+].O, predict the reaction product. The product is: [CH:32]([NH:29][C:30]([CH:8]1[C:9]2[C:14]([CH3:15])=[N:13][C:12]([N:16]([CH2:26][CH3:27])[C:17]3[C:18]([CH3:25])=[CH:19][C:20]([CH3:24])=[CH:21][C:22]=3[CH3:23])=[N:11][C:10]=2[N:6]([CH:3]([CH2:4][CH3:5])[CH2:1][CH3:2])[C:7]1=[O:28])=[O:31])([CH3:34])[CH3:33]. (5) Given the reactants [CH2:1]([O:3][C:4](=[O:30])[CH2:5][O:6][C:7]1[CH:12]=[CH:11][C:10]([O:13][CH2:14][C:15]2[S:16][C:17](Br)=[C:18]([C:20]3[CH:25]=[CH:24][C:23]([O:26][CH3:27])=[CH:22][CH:21]=3)[N:19]=2)=[CH:9][C:8]=1[CH3:29])C.[F:31][C:32]([F:44])([F:43])[O:33][C:34]1[CH:39]=[CH:38][C:37](B(O)O)=[CH:36][CH:35]=1.C(=O)([O-])[O-].[Na+].[Na+], predict the reaction product. The product is: [CH3:1][O:3][C:4](=[O:30])[CH2:5][O:6][C:7]1[CH:12]=[CH:11][C:10]([O:13][CH2:14][C:15]2[S:16][C:17]([C:37]3[CH:38]=[CH:39][C:34]([O:33][C:32]([F:44])([F:43])[F:31])=[CH:35][CH:36]=3)=[C:18]([C:20]3[CH:25]=[CH:24][C:23]([O:26][CH3:27])=[CH:22][CH:21]=3)[N:19]=2)=[CH:9][C:8]=1[CH3:29].